Dataset: Full USPTO retrosynthesis dataset with 1.9M reactions from patents (1976-2016). Task: Predict the reactants needed to synthesize the given product. (1) Given the product [NH:8]1[C:7]2[CH:11]=[CH:12][C:4]([NH:1][C:2]([NH:20][CH2:19][C:14]3[CH:15]=[CH:16][CH:17]=[CH:18][N:13]=3)=[S:3])=[CH:5][C:6]=2[N:10]=[CH:9]1, predict the reactants needed to synthesize it. The reactants are: [N:1]([C:4]1[CH:12]=[CH:11][C:7]2[NH:8][CH:9]=[N:10][C:6]=2[CH:5]=1)=[C:2]=[S:3].[N:13]1[CH:18]=[CH:17][CH:16]=[CH:15][C:14]=1[CH2:19][NH2:20]. (2) Given the product [CH2:1]([NH:3][C:4]1[CH:9]=[C:8]([CH3:10])[NH:7][C:6](=[O:11])[C:5]=1[CH2:12][NH:13][C:14](=[O:15])[O:16][C:17]([CH3:20])([CH3:19])[CH3:18])[CH3:2], predict the reactants needed to synthesize it. The reactants are: [CH2:1]([NH:3][C:4]1[CH:9]=[C:8]([CH3:10])[NH:7][C:6](=[O:11])[C:5]=1[C:12]#[N:13])[CH3:2].[C:14](O[C:14]([O:16][C:17]([CH3:20])([CH3:19])[CH3:18])=[O:15])([O:16][C:17]([CH3:20])([CH3:19])[CH3:18])=[O:15].[BH4-].[Na+].NCCNCCN.C([O-])(O)=O.[Na+]. (3) The reactants are: [CH2:1]([O:3][C:4]([C:6]1[CH:7]=[CH:8][C:9]2[O:14][CH2:13][CH:12](O)[O:11][C:10]=2[CH:16]=1)=[O:5])[CH3:2].[C:17](=[O:20])([O-])[O-].[Cs+].[Cs+].C(Br)[C:24]1[CH:29]=[CH:28][CH:27]=[CH:26][CH:25]=1.[I-].[Na+]. Given the product [CH2:1]([O:3][C:4]([C:6]1[CH:7]=[C:8]([O:20][CH2:17][C:24]2[CH:29]=[CH:28][CH:27]=[CH:26][CH:25]=2)[C:9]2[O:14][CH2:13][CH2:12][O:11][C:10]=2[CH:16]=1)=[O:5])[CH3:2], predict the reactants needed to synthesize it. (4) Given the product [C:19]1([C:8]2[C:9]([C:11]3[CH:18]=[CH:17][C:14]([CH:15]=[O:16])=[CH:13][CH:12]=3)=[N:10][C:5]3[N:6]([C:2]([CH:31]=[CH2:32])=[CH:3][N:4]=3)[CH:7]=2)[CH:24]=[CH:23][CH:22]=[CH:21][CH:20]=1, predict the reactants needed to synthesize it. The reactants are: Br[C:2]1[N:6]2[CH:7]=[C:8]([C:19]3[CH:24]=[CH:23][CH:22]=[CH:21][CH:20]=3)[C:9]([C:11]3[CH:18]=[CH:17][C:14]([CH:15]=[O:16])=[CH:13][CH:12]=3)=[N:10][C:5]2=[N:4][CH:3]=1.C([O-])([O-])=O.[K+].[K+].[CH2:31]([Sn](CCCC)(CCCC)C=C)[CH2:32]CC. (5) Given the product [CH3:19][O:22][C:7](=[O:12])[CH2:6][CH:5]([C:4]1[CH:3]=[C:2]([Br:1])[CH:11]=[CH:10][C:9]=1[O:8][CH2:27][C:28]1[CH:33]=[CH:32][CH:31]=[CH:30][CH:29]=1)[C:13]1[CH:14]=[CH:15][CH:16]=[CH:17][CH:18]=1, predict the reactants needed to synthesize it. The reactants are: [Br:1][C:2]1[CH:3]=[C:4]2[C:9](=[CH:10][CH:11]=1)[O:8][C:7](=[O:12])[CH2:6][CH:5]2[C:13]1[CH:18]=[CH:17][CH:16]=[CH:15][CH:14]=1.[C:19](=[O:22])([O-])[O-].[K+].[K+].[I-].[Na+].[CH2:27](Cl)[C:28]1[CH:33]=[CH:32][CH:31]=[CH:30][CH:29]=1. (6) Given the product [NH2:14][C:15]1[CH:23]=[C:22]([F:24])[CH:21]=[C:20]([F:25])[C:16]=1[C:17]([O:6][CH3:7])=[O:18], predict the reactants needed to synthesize it. The reactants are: S([O:6][CH3:7])(OC)(=O)=O.C(=O)([O-])[O-].[K+].[K+].[NH2:14][C:15]1[CH:23]=[C:22]([F:24])[CH:21]=[C:20]([F:25])[C:16]=1[C:17](O)=[O:18].O. (7) Given the product [S:2]([C:6]1[CH:13]=[CH:12][CH:11]=[CH:10][C:7]=1[CH:8]=[O:9])([OH:5])(=[O:4])=[O:3], predict the reactants needed to synthesize it. The reactants are: [Na].[S:2]([C:6]1[CH:13]=[CH:12][CH:11]=[CH:10][C:7]=1[CH:8]=[O:9])([OH:5])(=[O:4])=[O:3].[Na]. (8) Given the product [C:14]([O:13][C:11](=[O:12])[NH:10][C@H:8]1[CH2:9][C@@H:6]([N:18]=[N+:19]=[N-:20])[CH2:7]1)([CH3:17])([CH3:16])[CH3:15], predict the reactants needed to synthesize it. The reactants are: CS(O[C@H:6]1[CH2:9][C@H:8]([NH:10][C:11]([O:13][C:14]([CH3:17])([CH3:16])[CH3:15])=[O:12])[CH2:7]1)(=O)=O.[N-:18]=[N+:19]=[N-:20].[Na+].